This data is from Reaction yield outcomes from USPTO patents with 853,638 reactions. The task is: Predict the reaction yield, written as a fraction of the theoretical maximum amount of product (1.0 means a 100% yield; for example, 0.34 means a 34% yield). The reactants are Br[C:2]1[CH:7]=[CH:6][C:5]([C:8]2[CH:13]=[CH:12][C:11]([Br:14])=[CH:10][CH:9]=2)=[CH:4][CH:3]=1.[NH:15]1[CH:19]=[CH:18][N:17]=[N:16]1.C(=O)([O-])[O-].[K+].[K+]. The catalyst is CN(C=O)C. The yield is 0.150. The product is [Br:14][C:11]1[CH:12]=[CH:13][C:8]([C:5]2[CH:6]=[CH:7][C:2]([N:15]3[CH:19]=[CH:18][N:17]=[N:16]3)=[CH:3][CH:4]=2)=[CH:9][CH:10]=1.